Task: Regression. Given a peptide amino acid sequence and an MHC pseudo amino acid sequence, predict their binding affinity value. This is MHC class I binding data.. Dataset: Peptide-MHC class I binding affinity with 185,985 pairs from IEDB/IMGT (1) The peptide sequence is SPRTLNAWV. The binding affinity (normalized) is 0. The MHC is HLA-A30:01 with pseudo-sequence HLA-A30:01. (2) The peptide sequence is SFQQPLQQYPL. The MHC is Mamu-A11 with pseudo-sequence Mamu-A11. The binding affinity (normalized) is 0.246. (3) The peptide sequence is ILFCFLAAV. The MHC is H-2-Db with pseudo-sequence H-2-Db. The binding affinity (normalized) is 0.108. (4) The peptide sequence is FTRYRKEAI. The MHC is HLA-B18:01 with pseudo-sequence HLA-B18:01. The binding affinity (normalized) is 0.0847. (5) The peptide sequence is ASWFNSFLTH. The MHC is HLA-A11:01 with pseudo-sequence HLA-A11:01. The binding affinity (normalized) is 0.631.